From a dataset of Forward reaction prediction with 1.9M reactions from USPTO patents (1976-2016). Predict the product of the given reaction. Given the reactants [F:1][C:2]1[CH:3]=[C:4]([C:9]([N:11]2[CH2:16][CH2:15][CH2:14][C@@H:13](O)[CH2:12]2)=[O:10])[CH:5]=[CH:6][C:7]=1[F:8].[C:18]1([C:24]2[NH:28][N:27]=[N:26][N:25]=2)[CH:23]=[CH:22][CH:21]=[CH:20][CH:19]=1, predict the reaction product. The product is: [F:1][C:2]1[CH:3]=[C:4]([C:9]([N:11]2[CH2:16][CH2:15][CH2:14][C@H:13]([N:26]3[N:27]=[N:28][C:24]([C:18]4[CH:23]=[CH:22][CH:21]=[CH:20][CH:19]=4)=[N:25]3)[CH2:12]2)=[O:10])[CH:5]=[CH:6][C:7]=1[F:8].